From a dataset of Reaction yield outcomes from USPTO patents with 853,638 reactions. Predict the reaction yield, written as a fraction of the theoretical maximum amount of product (1.0 means a 100% yield; for example, 0.34 means a 34% yield). (1) The reactants are [H-].[Al+3].[Li+].[H-].[H-].[H-].[C:7]([N:15]1[CH2:28][CH2:27][C:26]2[C:25]3[CH:24]=[C:23]([C:29]4[CH:34]=[CH:33][C:32]([O:35][CH3:36])=[CH:31][CH:30]=4)[CH:22]=[CH:21][C:20]=3[NH:19][C:18]=2[CH2:17][CH2:16]1)(=O)[C:8]1[CH:13]=[CH:12][CH:11]=[CH:10][CH:9]=1. The catalyst is O1CCCC1. The product is [CH2:7]([N:15]1[CH2:28][CH2:27][C:26]2[C:25]3[CH:24]=[C:23]([C:29]4[CH:30]=[CH:31][C:32]([O:35][CH3:36])=[CH:33][CH:34]=4)[CH:22]=[CH:21][C:20]=3[NH:19][C:18]=2[CH2:17][CH2:16]1)[C:8]1[CH:9]=[CH:10][CH:11]=[CH:12][CH:13]=1. The yield is 1.00. (2) The reactants are [CH3:1][O:2][C:3](=[O:12])[C:4]1[CH:9]=[CH:8][C:7](N)=[C:6]([CH3:11])[CH:5]=1.S(=O)(=O)(O)[OH:14].N([O-])=O.[Na+].NC(N)=O. The product is [CH3:1][O:2][C:3](=[O:12])[C:4]1[CH:9]=[CH:8][C:7]([OH:14])=[C:6]([CH3:11])[CH:5]=1. The yield is 0.420. The catalyst is O.[N+]([O-])([O-])=O.[Cu+2].[N+]([O-])([O-])=O.[Cu]=O. (3) The reactants are [Br:1][C:2]1[N:7]2[N:8]=[CH:9][N:10]=[C:6]2[C:5]([NH:11][C:12]2[CH:17]=[CH:16][C:15]([N:18]3[CH2:23][CH2:22][NH:21][CH2:20][C:19]3=[O:24])=[CH:14][CH:13]=2)=[N:4][CH:3]=1.C(O)(=O)C.CC([O-])=O.[Na+].[CH3:34][C:35]([CH3:37])=O.[BH3-]C#N.[Na+].Cl. The catalyst is CO. The product is [Br:1][C:2]1[N:7]2[N:8]=[CH:9][N:10]=[C:6]2[C:5]([NH:11][C:12]2[CH:17]=[CH:16][C:15]([N:18]3[CH2:23][CH2:22][N:21]([CH:35]([CH3:37])[CH3:34])[CH2:20][C:19]3=[O:24])=[CH:14][CH:13]=2)=[N:4][CH:3]=1. The yield is 0.250. (4) The reactants are [O:1]=[S:2]1(=[O:17])[CH2:6][CH2:5][CH2:4][N:3]1[C:7]12[CH2:15][CH:11]3[CH2:12][CH:13]([CH2:14]1)[C:9]([NH2:16])([CH2:10]3)[CH2:8]2.C([O-])([O-])=O.[K+].[K+].Cl[CH2:25][C:26]([N:28]1[CH2:32][CH2:31][CH2:30][C@H:29]1[C:33]#[N:34])=[O:27]. The catalyst is CS(C)=O.CCOC(C)=O. The product is [O:1]=[S:2]1(=[O:17])[CH2:6][CH2:5][CH2:4][N:3]1[C:7]12[CH2:15][CH:11]3[CH2:10][C:9]([NH:16][CH2:25][C:26]([N:28]4[CH2:32][CH2:31][CH2:30][C@H:29]4[C:33]#[N:34])=[O:27])([CH2:8]1)[CH:13]([CH2:12]3)[CH2:14]2. The yield is 0.400. (5) The reactants are [F:1][C:2]1[CH:7]=[CH:6][C:5]([C:8]2[O:9][CH:10]=[C:11]([C:13]([CH3:17])([CH3:16])[CH2:14][NH2:15])[N:12]=2)=[CH:4][CH:3]=1.[F:18][C:19]([F:34])([F:33])[C:20]1[O:24][N:23]=[C:22]([C:25]2[O:26][CH:27]=[C:28]([C:30](O)=[O:31])[N:29]=2)[N:21]=1. No catalyst specified. The product is [F:1][C:2]1[CH:3]=[CH:4][C:5]([C:8]2[O:9][CH:10]=[C:11]([C:13]([CH3:17])([CH3:16])[CH2:14][NH:15][C:30]([C:28]3[N:29]=[C:25]([C:22]4[N:21]=[C:20]([C:19]([F:34])([F:18])[F:33])[O:24][N:23]=4)[O:26][CH:27]=3)=[O:31])[N:12]=2)=[CH:6][CH:7]=1. The yield is 0.130.